The task is: Regression/Classification. Given a drug SMILES string, predict its absorption, distribution, metabolism, or excretion properties. Task type varies by dataset: regression for continuous measurements (e.g., permeability, clearance, half-life) or binary classification for categorical outcomes (e.g., BBB penetration, CYP inhibition). Dataset: cyp2d6_veith.. This data is from CYP2D6 inhibition data for predicting drug metabolism from PubChem BioAssay. The molecule is O=S(=O)(O)[C@@H](c1ccccc1)[C@@H](O)c1ccccc1. The result is 0 (non-inhibitor).